Dataset: Catalyst prediction with 721,799 reactions and 888 catalyst types from USPTO. Task: Predict which catalyst facilitates the given reaction. (1) Product: [CH2:11]([O:13][C:14](=[O:25])[CH:15]=[CH:16][C:17]1[CH:22]=[CH:21][C:20]([O:9][C:7]2[CH:8]=[C:3]([O:2][CH3:1])[CH:4]=[CH:5][C:6]=2[CH3:10])=[CH:19][C:18]=1[CH3:24])[CH3:12]. Reactant: [CH3:1][O:2][C:3]1[CH:4]=[CH:5][C:6]([CH3:10])=[C:7]([OH:9])[CH:8]=1.[CH2:11]([O:13][C:14](=[O:25])[CH:15]=[CH:16][C:17]1[CH:22]=[CH:21][C:20](F)=[CH:19][C:18]=1[CH3:24])[CH3:12].C(=O)([O-])[O-].[K+].[K+].Cl. The catalyst class is: 16. (2) Reactant: [CH3:1][C:2]1[C:7]([C:8]2[CH:13]=[CH:12][N:11]=[C:10](SC)[N:9]=2)=[CH:6][CH:5]=[CH:4][N:3]=1.O[O:17][S:18]([O-:20])=O.[K+].[C:22]([O-])(O)=O.[Na+]. Product: [CH3:22][S:18]([C:10]1[N:9]=[C:8]([C:7]2[C:2]([CH3:1])=[N:3][CH:4]=[CH:5][CH:6]=2)[CH:13]=[CH:12][N:11]=1)(=[O:20])=[O:17]. The catalyst class is: 5. (3) Reactant: C([O:4][CH2:5][C:6]([N:8]1[CH2:17][CH2:16][C:15]2[C:10](=[CH:11][CH:12]=[C:13]([N:18]3[CH2:22][C@H:21]([CH2:23][NH:24][C:25](=[O:27])[CH3:26])[O:20][C:19]3=[O:28])[CH:14]=2)[CH2:9]1)=[O:7])(=O)C.C([O-])([O-])=O.[K+].[K+].Cl. Product: [OH:4][CH2:5][C:6]([N:8]1[CH2:17][CH2:16][C:15]2[C:10](=[CH:11][CH:12]=[C:13]([N:18]3[CH2:22][C@H:21]([CH2:23][NH:24][C:25](=[O:27])[CH3:26])[O:20][C:19]3=[O:28])[CH:14]=2)[CH2:9]1)=[O:7]. The catalyst class is: 5. (4) Reactant: CC(C[C@H](CN)CC(O)=O)C.C(OC(=O)/C=C/CC(C)C)C.C([O:25][C:26](=[O:37])[CH2:27][CH:28]([CH2:33][N+:34]([O-:36])=[O:35])[CH2:29][CH:30]([CH3:32])[CH3:31])C. Product: [CH3:31][CH:30]([CH3:32])[CH2:29][C@H:28]([CH2:33][N+:34]([O-:36])=[O:35])[CH2:27][C:26]([OH:37])=[O:25]. The catalyst class is: 463. (5) Reactant: [C:1]1([CH2:7][CH2:8][O:9][C:10]2[CH:15]=[CH:14][C:13]([CH2:16][CH2:17][C:18]([O:20]C)=[O:19])=[CH:12][CH:11]=2)[CH:6]=[CH:5][CH:4]=[CH:3][CH:2]=1.[OH-].[Na+].Cl. Product: [C:1]1([CH2:7][CH2:8][O:9][C:10]2[CH:11]=[CH:12][C:13]([CH2:16][CH2:17][C:18]([OH:20])=[O:19])=[CH:14][CH:15]=2)[CH:6]=[CH:5][CH:4]=[CH:3][CH:2]=1. The catalyst class is: 5. (6) Reactant: [H-].[Na+].[CH:3]1([NH:6][C:7]([C:9]2[CH:10]=[N:11][NH:12][CH:13]=2)=[O:8])[CH2:5][CH2:4]1.[C:14]([C:18]1[N:22]([CH2:23][CH:24]2[CH2:29][CH2:28][O:27][CH2:26][CH2:25]2)[C:21]2[CH:30]=[CH:31][C:32]([S:34](Cl)(=[O:36])=[O:35])=[CH:33][C:20]=2[N:19]=1)([CH3:17])([CH3:16])[CH3:15]. Product: [C:14]([C:18]1[N:22]([CH2:23][CH:24]2[CH2:25][CH2:26][O:27][CH2:28][CH2:29]2)[C:21]2[CH:30]=[CH:31][C:32]([S:34]([N:11]3[CH:10]=[C:9]([C:7]([NH:6][CH:3]4[CH2:4][CH2:5]4)=[O:8])[CH:13]=[N:12]3)(=[O:35])=[O:36])=[CH:33][C:20]=2[N:19]=1)([CH3:17])([CH3:15])[CH3:16]. The catalyst class is: 118.